From a dataset of Forward reaction prediction with 1.9M reactions from USPTO patents (1976-2016). Predict the product of the given reaction. (1) Given the reactants [C:1]([O:5][C:6]([N:8]1[CH2:13][CH2:12][CH:11]([NH:14][C:15]2[O:16][C:17]3[CH:23]=[CH:22][C:21]([OH:24])=[CH:20][C:18]=3[N:19]=2)[CH2:10][CH2:9]1)=[O:7])([CH3:4])([CH3:3])[CH3:2].C(N(C(C)C)C(C)C)C.[CH3:34][S:35](Cl)(=[O:37])=[O:36].Cl, predict the reaction product. The product is: [C:1]([O:5][C:6]([N:8]1[CH2:13][CH2:12][CH:11]([NH:14][C:15]2[O:16][C:17]3[CH:23]=[CH:22][C:21]([O:24][S:35]([CH3:34])(=[O:37])=[O:36])=[CH:20][C:18]=3[N:19]=2)[CH2:10][CH2:9]1)=[O:7])([CH3:4])([CH3:2])[CH3:3]. (2) Given the reactants [CH:1]1[C:13]2[N:12](C3C=C(B(O)O)C=NC=3)[C:11]3[C:6](=[CH:7][CH:8]=[CH:9][CH:10]=3)[C:5]=2[CH:4]=[CH:3][CH:2]=1.Br[C:24]1[CH:25]=[C:26]([C:30]2[N:34]([C:35]3[CH:40]=[CH:39][CH:38]=[CH:37][CH:36]=3)[C:33]3[CH:41]=[CH:42][CH:43]=[CH:44][C:32]=3[N:31]=2)[CH:27]=[N:28][CH:29]=1.C(=O)([O-])[O-].[K+].[K+], predict the reaction product. The product is: [C:35]1([N:34]2[C:33]3[CH:41]=[CH:42][CH:43]=[CH:44][C:32]=3[N:31]=[C:30]2[C:26]2[CH:25]=[C:24]([C:26]3[CH:27]=[N:28][CH:29]=[C:24]([C:1]4[C:13]5[NH:12][C:11]6[C:6](=[CH:7][CH:8]=[CH:9][CH:10]=6)[C:5]=5[CH:4]=[CH:3][CH:2]=4)[CH:25]=3)[CH:29]=[N:28][CH:27]=2)[CH:40]=[CH:39][CH:38]=[CH:37][CH:36]=1. (3) Given the reactants Cl[C:2]1[CH:7]=[CH:6][N:5]2[N:8]=[CH:9][C:10]([C:11]([O:13][CH2:14][CH3:15])=[O:12])=[C:4]2[N:3]=1.[F:16][C:17]1[CH:22]=[CH:21][C:20]([F:23])=[CH:19][C:18]=1[C@@H:24]1[CH2:28][C@H:27]([F:29])[CH2:26][NH:25]1.[F-].[K+].O, predict the reaction product. The product is: [F:16][C:17]1[CH:22]=[CH:21][C:20]([F:23])=[CH:19][C:18]=1[C@@H:24]1[CH2:28][C@H:27]([F:29])[CH2:26][N:25]1[C:2]1[CH:7]=[CH:6][N:5]2[N:8]=[CH:9][C:10]([C:11]([O:13][CH2:14][CH3:15])=[O:12])=[C:4]2[N:3]=1. (4) Given the reactants [CH2:1]([N:8]1[CH2:13][CH2:12][O:11][CH:10]([CH2:14][N:15]2[CH2:20][CH2:19][N:18](C(OC(C)(C)C)=O)[CH2:17][CH2:16]2)[CH2:9]1)[C:2]1[CH:7]=[CH:6][CH:5]=[CH:4][CH:3]=1.FC(F)(F)C(O)=O, predict the reaction product. The product is: [CH2:1]([N:8]1[CH2:13][CH2:12][O:11][CH:10]([CH2:14][N:15]2[CH2:16][CH2:17][NH:18][CH2:19][CH2:20]2)[CH2:9]1)[C:2]1[CH:7]=[CH:6][CH:5]=[CH:4][CH:3]=1. (5) Given the reactants [Cl:1][C:2]1[CH:7]=[CH:6][C:5]([C:8]2[CH:9]=[C:10]([C:20](O)=[O:21])[CH:11]=[N:12][C:13]=2[O:14][CH2:15][C:16]([F:19])([F:18])[F:17])=[CH:4][CH:3]=1.[NH2:23][N:24]1[CH2:28][CH:27]([CH2:29][N:30]2[CH2:35][CH2:34][O:33][CH2:32][CH2:31]2)[O:26][C:25]1=[O:36], predict the reaction product. The product is: [Cl:1][C:2]1[CH:3]=[CH:4][C:5]([C:8]2[CH:9]=[C:10]([C:20]([NH:23][N:24]3[CH2:28][CH:27]([CH2:29][N:30]4[CH2:31][CH2:32][O:33][CH2:34][CH2:35]4)[O:26][C:25]3=[O:36])=[O:21])[CH:11]=[N:12][C:13]=2[O:14][CH2:15][C:16]([F:17])([F:18])[F:19])=[CH:6][CH:7]=1. (6) Given the reactants [NH:1]1[C:6]2[N:7]=[CH:8][CH:9]=[CH:10][C:5]=2[C:4](=O)[NH:3][C:2]1=O.C(N(CC)[C:16]1[CH:21]=[CH:20][CH:19]=[CH:18][CH:17]=1)C, predict the reaction product. The product is: [CH3:4][C:5]1[CH:10]=[CH:9][C:8]([C:2]2[N:3]=[CH:4][C:5]3[CH:10]=[CH:9][CH:8]=[N:7][C:6]=3[N:1]=2)=[N:7][C:6]=1[C:16]1[CH:17]=[CH:18][CH:19]=[CH:20][CH:21]=1.